This data is from Kir2.1 potassium channel HTS with 301,493 compounds. The task is: Binary Classification. Given a drug SMILES string, predict its activity (active/inactive) in a high-throughput screening assay against a specified biological target. (1) The drug is s1c(NC(=O)c2n(nc(c2)c2ccccc2)c2ccccc2)nc(c1C(=O)C)C. The result is 0 (inactive). (2) The compound is BrC1C2C3C(C(C2)C1Br)C(=O)N(C3=O)c1cc(ccc1)C(=O)Nc1ccccc1. The result is 0 (inactive). (3) The molecule is Clc1ccc(NC(=O)c2ccc(OCCC)cc2)nc1. The result is 0 (inactive). (4) The compound is Clc1c(C(=O)NN2CCN(CC2)C)cc(S(=O)(=O)Nc2ccc(Cl)cc2)cc1. The result is 0 (inactive). (5) The molecule is s1c(C(N(c2cc3OCCOc3cc2)C(=O)c2occc2)C(=O)NC2CCCCC2)ccc1. The result is 0 (inactive). (6) The molecule is O(C(=O)C(C(C(C(=O)C)C(OCC)=O)c1ccc(OC)cc1)C(=O)C)CC. The result is 0 (inactive). (7) The drug is O(N1C(=O)c2c(C1=O)cccc2)CC(OC)=O. The result is 0 (inactive). (8) The drug is s1cc(nc1C)CN(Cc1onc(n1)Cc1cc(F)ccc1)C. The result is 0 (inactive). (9) The molecule is O=C(CN1CC(CCC1)C)c1c2c([nH]c1C)cccc2. The result is 0 (inactive). (10) The result is 0 (inactive). The molecule is O(C(=O)c1c2n(c3nc4c(nc13)cccc4)c1c(c(=O)[nH]2)cccc1)C(C)C.